Dataset: Reaction yield outcomes from USPTO patents with 853,638 reactions. Task: Predict the reaction yield, written as a fraction of the theoretical maximum amount of product (1.0 means a 100% yield; for example, 0.34 means a 34% yield). (1) The reactants are O=S1(=O)[CH2:7][CH:6]2[CH2:8][C@H:3]1[CH2:4][N:5]2[CH2:9][CH2:10][NH:11][C@:12]12[CH2:48][CH2:47][C@@H:46]([C:49]([CH3:51])=[CH2:50])[C@@H:13]1[C@@H:14]1[C@@:27]([CH3:30])([CH2:28][CH2:29]2)[C@@:26]2([CH3:31])[C@@H:17]([C@:18]3([CH3:45])[C@@H:23]([CH2:24][CH2:25]2)[C:22]([CH3:33])([CH3:32])[C:21]([C:34]2[CH2:39][CH:38]4[CH:36]([CH:37]4[C:40]([O:42][CH2:43][CH3:44])=[O:41])[CH:35]=2)=[CH:20][CH2:19]3)[CH2:16][CH2:15]1.Cl.C12CC(NC1)C[O:55]2. No catalyst specified. The product is [C@H:3]12[CH2:8][CH:6]([N:5]([CH2:9][CH2:10][NH:11][C@:12]34[CH2:48][CH2:47][C@@H:46]([C:49]([CH3:51])=[CH2:50])[C@@H:13]3[C@@H:14]3[C@@:27]([CH3:30])([CH2:28][CH2:29]4)[C@@:26]4([CH3:31])[C@@H:17]([C@:18]5([CH3:45])[C@@H:23]([CH2:24][CH2:25]4)[C:22]([CH3:32])([CH3:33])[C:21]([C:34]4[CH2:39][CH:38]6[CH:36]([CH:37]6[C:40]([O:42][CH2:43][CH3:44])=[O:41])[CH:35]=4)=[CH:20][CH2:19]5)[CH2:16][CH2:15]3)[CH2:4]1)[CH2:7][O:55]2. The yield is 1.00. (2) The reactants are [NH:1]1[C:10]2[CH2:9][CH2:8][CH2:7][C:6](=[O:11])[C:5]=2[CH:4]=[CH:3][C:2]1=O.O=P(Cl)(Cl)[Cl:15]. No catalyst specified. The product is [Cl:15][C:2]1[CH:3]=[CH:4][C:5]2[C:6](=[O:11])[CH2:7][CH2:8][CH2:9][C:10]=2[N:1]=1. The yield is 0.660. (3) The reactants are [Cl:1][C:2]1[CH:3]=[CH:4][C:5]([SH:21])=[C:6]([NH:8][S:9]([C:12]2[O:13][C:14]3[CH:20]=[CH:19][CH:18]=[CH:17][C:15]=3[CH:16]=2)(=[O:11])=[O:10])[CH:7]=1.CC1(C)C2C=CC=CC=2I([C:32]([F:35])([F:34])[F:33])O1. The catalyst is C(Cl)Cl. The product is [Cl:1][C:2]1[CH:3]=[CH:4][C:5]([S:21][C:32]([F:35])([F:34])[F:33])=[C:6]([NH:8][S:9]([C:12]2[O:13][C:14]3[CH:20]=[CH:19][CH:18]=[CH:17][C:15]=3[CH:16]=2)(=[O:11])=[O:10])[CH:7]=1. The yield is 0.940. (4) The reactants are [CH2:1]([N:3]1[CH:7]=[C:6]([C:8]2[C:13]3[C:14](=[O:17])[NH:15][CH2:16][C:12]=3[CH:11]=[C:10]([NH:18][C@@H:19]3[CH2:24][CH2:23][CH2:22][CH2:21][C@@H:20]3[NH:25]C(=O)OC(C)(C)C)[N:9]=2)[CH:5]=[N:4]1)[CH3:2].[B-](F)(F)(F)[F:34].[B-](F)(F)(F)F.C1[N+]2(CCl)CC[N+](F)(CC2)C1. The catalyst is C(Cl)Cl. The product is [NH2:25][C@H:20]1[CH2:21][CH2:22][CH2:23][CH2:24][C@H:19]1[NH:18][C:10]1[N:9]=[C:8]([C:6]2[CH:5]=[N:4][N:3]([CH2:1][CH3:2])[CH:7]=2)[C:13]2[C:14](=[O:17])[NH:15][CH2:16][C:12]=2[C:11]=1[F:34]. The yield is 0.280. (5) The reactants are [NH2:1][C:2]1[CH:7]=[CH:6][CH:5]=[CH:4][C:3]=1[NH:8][C:9]([C@@H:11]1[CH2:15][CH2:14][CH2:13][N:12]1[C:16]1[N:21]=[CH:20][C:19]([C:22]([O:24][CH2:25][CH3:26])=[O:23])=[CH:18][N:17]=1)=O. The catalyst is CC(O)=O. The product is [NH:8]1[C:3]2[CH:4]=[CH:5][CH:6]=[CH:7][C:2]=2[N:1]=[C:9]1[C@@H:11]1[CH2:15][CH2:14][CH2:13][N:12]1[C:16]1[N:21]=[CH:20][C:19]([C:22]([O:24][CH2:25][CH3:26])=[O:23])=[CH:18][N:17]=1. The yield is 0.650. (6) The reactants are [N:1]1[CH:6]=[CH:5][N:4]=[CH:3][C:2]=1[C:7]([OH:9])=[O:8].[CH:10](=[O:17])[C:11]1[CH:16]=[CH:15][CH:14]=[CH:13][CH:12]=1.S(=O)(=O)(O)O.C(OOC(C)(C)C)(C)(C)C. The catalyst is O.C(O)(=O)C. The product is [C:10]([C:5]1[N:4]=[CH:3][C:2]([C:7]([OH:9])=[O:8])=[N:1][CH:6]=1)(=[O:17])[C:11]1[CH:16]=[CH:15][CH:14]=[CH:13][CH:12]=1. The yield is 0.360.